This data is from Peptide-MHC class II binding affinity with 134,281 pairs from IEDB. The task is: Regression. Given a peptide amino acid sequence and an MHC pseudo amino acid sequence, predict their binding affinity value. This is MHC class II binding data. The peptide sequence is CIPSLEAAVKQAYAA. The MHC is DRB3_0202 with pseudo-sequence DRB3_0202. The binding affinity (normalized) is 0.0867.